This data is from Forward reaction prediction with 1.9M reactions from USPTO patents (1976-2016). The task is: Predict the product of the given reaction. (1) Given the reactants [CH3:1][O:2][C:3]1[CH:4]=[C:5]2[C:10](=O)[NH:9][C:7](=O)[C:6]2=[CH:12][CH:13]=1.B.CO.Cl, predict the reaction product. The product is: [CH3:1][O:2][C:3]1[CH:4]=[C:5]2[C:6](=[CH:12][CH:13]=1)[CH2:7][NH:9][CH2:10]2. (2) Given the reactants [NH2:1][C:2]1[CH:3]=[CH:4][C:5]([F:28])=[C:6]([C@:8]2([CH3:27])[CH2:13][N:12]3[C:14]([Cl:18])=[C:15]([Cl:17])[N:16]=[C:11]3[C:10]([NH:19][C:20](=[O:26])[O:21][C:22]([CH3:25])([CH3:24])[CH3:23])=[N:9]2)[CH:7]=1.[F:29][C:30]1[CH:31]=[CH:32][C:33]([C:36](O)=[O:37])=[N:34][CH:35]=1, predict the reaction product. The product is: [Cl:17][C:15]1[N:16]=[C:11]2[C:10]([NH:19][C:20](=[O:26])[O:21][C:22]([CH3:24])([CH3:23])[CH3:25])=[N:9][C@@:8]([C:6]3[CH:7]=[C:2]([NH:1][C:36]([C:33]4[CH:32]=[CH:31][C:30]([F:29])=[CH:35][N:34]=4)=[O:37])[CH:3]=[CH:4][C:5]=3[F:28])([CH3:27])[CH2:13][N:12]2[C:14]=1[Cl:18]. (3) Given the reactants [C:1]([O:5][C:6]([N:8]1[CH2:12][C@@H:11]([N:13]([CH2:21][C:22]2[CH:27]=[C:26]([C:28]([F:31])([F:30])[F:29])[CH:25]=[C:24]([C:32]([F:35])([F:34])[F:33])[CH:23]=2)[C:14]2[N:19]=[CH:18][C:17](Br)=[CH:16][N:15]=2)[CH2:10][C@H:9]1[CH2:36][CH3:37])=[O:7])([CH3:4])([CH3:3])[CH3:2].[NH:38]1[CH:42]=[CH:41][N:40]=[CH:39]1.C([O-])([O-])=O.[K+].[K+].CN(C)CC(O)=O.N.O, predict the reaction product. The product is: [C:1]([O:5][C:6]([N:8]1[CH2:12][C@@H:11]([N:13]([CH2:21][C:22]2[CH:27]=[C:26]([C:28]([F:31])([F:30])[F:29])[CH:25]=[C:24]([C:32]([F:35])([F:34])[F:33])[CH:23]=2)[C:14]2[N:19]=[CH:18][C:17]([N:38]3[CH:42]=[CH:41][N:40]=[CH:39]3)=[CH:16][N:15]=2)[CH2:10][C@H:9]1[CH2:36][CH3:37])=[O:7])([CH3:4])([CH3:3])[CH3:2]. (4) Given the reactants [F:1][C:2]1[CH:23]=[CH:22][CH:21]=[C:20]([F:24])[C:3]=1[CH2:4][O:5][C:6]1[C:7]2[N:8]([C:13]([C:17]([OH:19])=O)=[C:14]([CH3:16])[N:15]=2)[CH:9]=[C:10]([CH3:12])[CH:11]=1.CN(C(ON1N=NC2C=CC=NC1=2)=[N+](C)C)C.F[P-](F)(F)(F)(F)F.C(N(CC)C(C)C)(C)C.[CH3:58][C:59]([NH2:74])([CH2:62][C:63]1[N:67]=[CH:66][N:65]([C:68]2[CH:72]=[C:71]([CH3:73])[O:70][N:69]=2)[N:64]=1)[CH2:60][NH2:61], predict the reaction product. The product is: [NH2:74][C:59]([CH3:58])([CH2:62][C:63]1[N:67]=[CH:66][N:65]([C:68]2[CH:72]=[C:71]([CH3:73])[O:70][N:69]=2)[N:64]=1)[CH2:60][NH:61][C:17]([C:13]1[N:8]2[CH:9]=[C:10]([CH3:12])[CH:11]=[C:6]([O:5][CH2:4][C:3]3[C:2]([F:1])=[CH:23][CH:22]=[CH:21][C:20]=3[F:24])[C:7]2=[N:15][C:14]=1[CH3:16])=[O:19]. (5) The product is: [CH:21]([O:17][C:4]1[CH:5]=[CH:6][C:7]([B:8]2[O:12][C:11]([CH3:13])([CH3:14])[C:10]([CH3:16])([CH3:15])[O:9]2)=[C:2]([CH3:1])[CH:3]=1)([CH3:23])[CH3:22]. Given the reactants [CH3:1][C:2]1[CH:3]=[C:4]([OH:17])[CH:5]=[CH:6][C:7]=1[B:8]1[O:12][C:11]([CH3:14])([CH3:13])[C:10]([CH3:16])([CH3:15])[O:9]1.[H-].[Na+].I[CH:21]([CH3:23])[CH3:22], predict the reaction product. (6) The product is: [CH3:23][CH:24]([CH3:28])[CH2:25][CH2:26][NH:27][CH2:1][C:3]1[C:12]2[C:7](=[CH:8][CH:9]=[CH:10][CH:11]=2)[C:6]([O:13][C:14]2[CH:22]=[CH:21][C:17]([C:18]([NH2:20])=[O:19])=[CH:16][CH:15]=2)=[N:5][CH:4]=1. Given the reactants [CH:1]([C:3]1[C:12]2[C:7](=[CH:8][CH:9]=[CH:10][CH:11]=2)[C:6]([O:13][C:14]2[CH:22]=[CH:21][C:17]([C:18]([NH2:20])=[O:19])=[CH:16][CH:15]=2)=[N:5][CH:4]=1)=O.[CH3:23][CH:24]([CH3:28])[CH2:25][CH2:26][NH2:27].[BH4-].[Na+].O, predict the reaction product. (7) Given the reactants [CH2:1]([C:3]1[CH:8]=[C:7]([C:9]2[CH2:10][CH2:11][NH:12][CH2:13][CH:14]=2)[CH:6]=[CH:5][C:4]=1[N:15]([CH3:26])[C:16]1[N:21]=[CH:20][C:19]2[N:22]=[CH:23][N:24]([CH3:25])[C:18]=2[CH:17]=1)[CH3:2].[S:27]1[C:31]([NH:32][C:33](=O)[O:34]C2C=CC=CC=2)=[N:30][CH:29]=[N:28]1.C(N(C(C)C)CC)(C)C, predict the reaction product. The product is: [CH2:1]([C:3]1[CH:8]=[C:7]([C:9]2[CH2:10][CH2:11][N:12]([C:33]([NH:32][C:31]3[S:27][N:28]=[CH:29][N:30]=3)=[O:34])[CH2:13][CH:14]=2)[CH:6]=[CH:5][C:4]=1[N:15]([CH3:26])[C:16]1[N:21]=[CH:20][C:19]2[N:22]=[CH:23][N:24]([CH3:25])[C:18]=2[CH:17]=1)[CH3:2]. (8) The product is: [CH3:1][O:2][CH2:3][CH2:4][O:5][CH2:6][CH2:7][O:8][CH2:9][CH2:10][O:11][C:12]1[CH:20]=[C:19]([NH2:21])[CH:18]=[C:14]([N:15]([CH3:17])[CH3:16])[CH:13]=1. Given the reactants [CH3:1][O:2][CH2:3][CH2:4][O:5][CH2:6][CH2:7][O:8][CH2:9][CH2:10][O:11][C:12]1[CH:13]=[C:14]([CH:18]=[C:19]([N+:21]([O-])=O)[CH:20]=1)[N:15]([CH3:17])[CH3:16].[Cl-].[NH4+], predict the reaction product. (9) Given the reactants [N:1]1[S:2][CH:3]=[C:4]2[CH:9]=[CH:8][CH:7]=[CH:6][C:5]=12.[Cl:10][S:11](O)(=[O:13])=[O:12], predict the reaction product. The product is: [N:1]1[S:2][CH:3]=[C:4]2[CH:9]=[CH:8][CH:7]=[C:6]([S:11]([Cl:10])(=[O:13])=[O:12])[C:5]=12. (10) Given the reactants [Li]CCCC.[Br-].[CH:7]1([P+](C2C=CC=CC=2)(C2C=CC=CC=2)C2C=CC=CC=2)[CH2:11][CH2:10][CH2:9][CH2:8]1.[Br:31][C:32]1[CH:33]=[CH:34][C:35]([O:40][CH3:41])=[C:36]([CH:39]=1)[CH:37]=O, predict the reaction product. The product is: [Br:31][C:32]1[CH:33]=[CH:34][C:35]([O:40][CH3:41])=[C:36]([CH:39]=1)[CH:37]=[C:7]1[CH2:11][CH2:10][CH2:9][CH2:8]1.